This data is from Forward reaction prediction with 1.9M reactions from USPTO patents (1976-2016). The task is: Predict the product of the given reaction. (1) Given the reactants [Cl:1]Cl.[Cl:3][CH2:4][C:5]([Cl:9])([Cl:8])[CH2:6][Cl:7].N(C(C)(C)C(OC)=O)=NC(C)(C)C(OC)=O.[C:26]([Cl:30])([Cl:29])(Cl)[Cl:27], predict the reaction product. The product is: [Cl:3][CH:4]([Cl:27])[C:5]([Cl:9])([Cl:8])[CH2:6][Cl:7].[Cl:8][CH:5]([Cl:9])[C:6]([Cl:1])([Cl:7])[CH:26]([Cl:30])[Cl:29]. (2) Given the reactants [CH3:1][C:2]1([C:5]([N:7]2[CH2:12][C@@H:11]3[CH2:13][C@H:8]2[C:9](=[O:14])[O:10]3)=[O:6])[CH2:4][CH2:3]1.Cl.[NH2:16][C:17]1([C:20]#[N:21])[CH2:19][CH2:18]1.C(C(CCCC)C([O-])=O)C.[Na+].Cl.[Cl-].[Na+], predict the reaction product. The product is: [C:20]([C:17]1([NH:16][C:9]([C@@H:8]2[CH2:13][C@H:11]([OH:10])[CH2:12][N:7]2[C:5]([C:2]2([CH3:1])[CH2:4][CH2:3]2)=[O:6])=[O:14])[CH2:19][CH2:18]1)#[N:21].